This data is from Forward reaction prediction with 1.9M reactions from USPTO patents (1976-2016). The task is: Predict the product of the given reaction. Given the reactants [CH3:1][C:2]1([CH3:14])[O:6][C@H:5]2[O:7][C@H:8]([CH:10]([OH:13])[CH2:11][CH3:12])[CH2:9][C@H:4]2[O:3]1.N1C=CC=CC=1.[C:21](Cl)(=[O:28])[C:22]1[CH:27]=[CH:26][CH:25]=[CH:24][CH:23]=1, predict the reaction product. The product is: [C:21]([O:13][CH:10]([C@H:8]1[O:7][C@@H:5]2[O:6][C:2]([CH3:1])([CH3:14])[O:3][C@@H:4]2[CH2:9]1)[CH2:11][CH3:12])(=[O:28])[C:22]1[CH:27]=[CH:26][CH:25]=[CH:24][CH:23]=1.